Task: Binary Classification. Given a T-cell receptor sequence (or CDR3 region) and an epitope sequence, predict whether binding occurs between them.. Dataset: TCR-epitope binding with 47,182 pairs between 192 epitopes and 23,139 TCRs (1) The TCR CDR3 sequence is CASSGTLEGGYTF. Result: 0 (the TCR does not bind to the epitope). The epitope is RLRAEAQVK. (2) The epitope is TSNQVAVLY. The TCR CDR3 sequence is CASSQVAGGTYEQYF. Result: 1 (the TCR binds to the epitope).